This data is from Full USPTO retrosynthesis dataset with 1.9M reactions from patents (1976-2016). The task is: Predict the reactants needed to synthesize the given product. (1) Given the product [CH3:24][O:25][C:26]1[CH:31]=[CH:30][C:29]([C:4]([C:6]2[CH:7]=[CH:8][C:9]3[O:13][C:12]([CH2:14][CH2:15][N:16]4[CH2:20][CH2:19][CH2:18][C@H:17]4[CH3:21])=[CH:11][C:10]=3[CH:22]=2)=[O:5])=[CH:28][CH:27]=1, predict the reactants needed to synthesize it. The reactants are: CON(C)[C:4]([C:6]1[CH:7]=[CH:8][C:9]2[O:13][C:12]([CH2:14][CH2:15][N:16]3[CH2:20][CH2:19][CH2:18][C@H:17]3[CH3:21])=[CH:11][C:10]=2[CH:22]=1)=[O:5].[CH3:24][O:25][C:26]1[CH:31]=[CH:30][C:29]([Mg]Br)=[CH:28][CH:27]=1. (2) Given the product [N+:3]([C:6]1[CH:11]=[CH:10][C:9]([O-:12])=[CH:8][CH:7]=1)([O-:5])=[O:4].[Na+:2], predict the reactants needed to synthesize it. The reactants are: [OH-].[Na+:2].[N+:3]([C:6]1[CH:11]=[CH:10][C:9]([OH:12])=[CH:8][CH:7]=1)([O-:5])=[O:4]. (3) The reactants are: Br[C:2]1[CH:3]=[C:4]([C:8]2([C:19]3[CH:24]=[C:23]([CH3:25])[C:22]([O:26][CH3:27])=[C:21]([CH3:28])[N:20]=3)[C:16]3[C:11](=[C:12]([F:17])[CH:13]=[CH:14][CH:15]=3)[C:10]([NH2:18])=[N:9]2)[CH:5]=[CH:6][CH:7]=1.[N:29]1[CH:34]=[C:33](B(O)O)[CH:32]=[N:31][CH:30]=1.C(=O)([O-])[O-].[Cs+].[Cs+].CCOC(C)=O. Given the product [F:17][C:12]1[CH:13]=[CH:14][CH:15]=[C:16]2[C:11]=1[C:10]([NH2:18])=[N:9][C:8]2([C:19]1[CH:24]=[C:23]([CH3:25])[C:22]([O:26][CH3:27])=[C:21]([CH3:28])[N:20]=1)[C:4]1[CH:5]=[CH:6][CH:7]=[C:2]([C:33]2[CH:34]=[N:29][CH:30]=[N:31][CH:32]=2)[CH:3]=1, predict the reactants needed to synthesize it. (4) Given the product [Cl:1][C:2]1[C:11]([C:12]2[N:13]([C:23]([O:25][C:26]([CH3:29])([CH3:28])[CH3:27])=[O:24])[C:14]3[C:19]([CH:20]=2)=[CH:18][C:17]([CH:21]=[O:22])=[CH:16][CH:15]=3)=[CH:10][C:9]2[C:4](=[CH:5][CH:6]=[CH:7][CH:8]=2)[N:3]=1, predict the reactants needed to synthesize it. The reactants are: [Cl:1][C:2]1[C:11]([C:12]2[N:13]([C:23]([O:25][C:26]([CH3:29])([CH3:28])[CH3:27])=[O:24])[C:14]3[C:19]([CH:20]=2)=[CH:18][C:17]([CH2:21][OH:22])=[CH:16][CH:15]=3)=[CH:10][C:9]2[C:4](=[CH:5][CH:6]=[CH:7][CH:8]=2)[N:3]=1. (5) Given the product [CH3:1][S:2]([OH:5])(=[O:4])=[O:3].[CH2:6]([O:12][C:13]([NH:15][N:16]=[CH:17][C:18]1[CH:19]=[CH:20][C:21]([NH:24][CH2:25][C:26]2[N:30]([CH3:31])[C:29]3[CH:32]=[CH:33][C:34]([C:36]([N:38]([C:46]4[CH:51]=[CH:50][CH:49]=[CH:48][N:47]=4)[CH2:39][CH2:40][C:41]([O:43][CH2:44][CH3:45])=[O:42])=[O:37])=[CH:35][C:28]=3[N:27]=2)=[CH:22][CH:23]=1)=[O:14])[CH2:7][CH2:8][CH2:9][CH2:10][CH3:11], predict the reactants needed to synthesize it. The reactants are: [CH3:1][S:2]([OH:5])(=[O:4])=[O:3].[CH2:6]([O:12][C:13]([NH:15][N:16]=[CH:17][C:18]1[CH:23]=[CH:22][C:21]([NH:24][CH2:25][C:26]2[N:30]([CH3:31])[C:29]3[CH:32]=[CH:33][C:34]([C:36]([N:38]([C:46]4[CH:51]=[CH:50][CH:49]=[CH:48][N:47]=4)[CH2:39][CH2:40][C:41]([O:43][CH2:44][CH3:45])=[O:42])=[O:37])=[CH:35][C:28]=3[N:27]=2)=[CH:20][CH:19]=1)=[O:14])[CH2:7][CH2:8][CH2:9][CH2:10][CH3:11].